From a dataset of Human Reference Interactome with 51,813 positive PPI pairs across 8,248 proteins, plus equal number of experimentally-validated negative pairs. Binary Classification. Given two protein amino acid sequences, predict whether they physically interact or not. (1) Protein 1 (ENSG00000110925) has sequence MDAFTGSGLKRKFDDVDVGSSVSNSDDEISSSDSADSCDSLNPPTTASFTPTSILKRQKQLRRKNVRFDQVTVYYFARRQGFTSVPSQGGSSLGMAQRHNSVRSYTLCEFAQEQEVNHREILREHLKEEKLHAKKMKLTKNGTVESVEADGLTLDDVSDEDIDVENVEVDDYFFLQPLPTKRRRALLRASGVHRIDAEEKQELRAIRLSREECGCDCRLYCDPEACACSQAGIKCQVDRMSFPCGCSRDGCGNMAGRIEFNPIRVRTHYLHTIMKLELESKRQVSRPAAPDEEPSPTASC.... Protein 2 (ENSG00000187288) has sequence MEYAMKSLSLLYPKSLSRHVSVRTSVVTQQLLSEPSPKAPRARPCRVSTADRSVRKGIMAYSLEDLLLKVRDTLMLADKPFFLVLEEDGTTVETEEYFQALAGDTVFMVLQKGQKWQPPSEQGTRHPLSLSHKPAKKIDVARVTFDLYKLNPQDFIGCLNVKATFYDTYSLSYDLHCCGAKRIMKEAFRWALFSMQATGHVLLGTSCYLQQLLDATEEGQPPKGKASSLIPTCLKILQ*MLADKPFFLVLEEDGTTVETEEYFQALAGDTVFMVLQKGQKWQPPSEQGTRHPLSLSHKPA.... Result: 0 (the proteins do not interact). (2) Protein 1 (ENSG00000132950) has sequence MEKCSVGGLELTEQTPALLGNMAMATSLMDIGDSFGHPACPLVSRSRNSPVEDDDDDDDVVFIESIQPPSISAPAIADQRNFIFASSKNEKPQGNYSVIPPSSRDLASQKGNISETIVIDDEEDIETNGGAEKKSSCFIEWGLPGTKNKTNDLDFSTSSLSRSKTKTGVRPFNPGRMNVAGDLFQNGEFATHHSPDSWISQSASFPSNQKQPGVDSLSPVALLRKQNFQPTAQQQLTKPAKITCANCKKPLQKGQTAYQRKGSAHLFCSTTCLSSFSHKRTQNTRSIICKKDASTKKANV.... Protein 2 (ENSG00000160200) has sequence MPSETPQAEVGPTGCPHRSGPHSAKGSLEKGSPEDKEAKEPLWIRPDAPSRCTWQLGRPASESPHHHTAPAKSPKILPDILKKIGDTPMVRINKIGKKFGLKCELLAKCEFFNAGGSVKDRISLRMIEDAERDGTLKPGDTIIEPTSGNTGIGLALAAAVRGYRCIIVMPEKMSSEKVDVLRALGAEIVRTPTNARFDSPESHVGVAWRLKNEIPNSHILDQYRNASNPLAHYDTTADEILQQCDGKLDMLVASVGTGGTITGIARKLKEKCPGCRIIGVDPEGSILAEPEELNQTEQTT.... Result: 1 (the proteins interact). (3) Protein 1 (ENSG00000117640) has sequence MSGMEATVTIPIWQNKPHGAARSVVRRIGTNLPLKPCARASFETLPNISDLCLRDVPPVPTLADIAWIAADEEETYARVRSDTRPLRHTWKPSPLIVMQRNASVPNLRGSEERLLALKKPALPALSRTTELQDELSHLRSQIAKIVAADAASASLTPDFLSPGSSNVSSPLPCFGSSFHSTTSFVISDITEETEVEVPELPSVPLLCSASPECCKPEHKAACSSSEEDDCVSLSKASSFADMMGILKDFHRMKQSQDLNRSLLKEEDPAVLISEVLRRKFALKEEDISRKGN*MSGMEAT.... Result: 0 (the proteins do not interact). Protein 2 (ENSG00000215790) has sequence MSSSVKTPALEELVPGSEEKPKGRSPLSWGSLFGHRSEKIVFAKSDGGTDENVLTVTITETTVIESDLGVWSSRALLYLTLWFFFSFCTLFLNKYILSLLGGEPSMLGAVQMLSTTVIGCVKTLVPCCLYQHKARLSYPPNFLMTMLFVGLMRFATVVLGLVSLKNVAVSFAETVKSSAPIFTVIMSRMILGEYTGRPSDREEREELQLQPGRGAAASDRRSPVPPSERHGVRPHGENLPGDFQAQ*MSSSVKTPALEELVPGSEEKPKGRSPLSWGSLFGHRSEKIVFAKSDGGTDENV.... (4) Protein 1 (ENSG00000148444) has sequence MELSESVQKGFQMLADPRSFDSNAFTLLLRAAFQSLLDAQADEAVLDHPDLKHIDPVVLKHCHAAAATYILEAGKHRADKSTLSTYLEDCKFDRERIELFCTEYQNNKNSLEILLGSIGRSLPHITDVSWRLEYQIKTNQLHRMYRPAYLVTLSVQNTDSPSYPEISFSCSMEQLQDLVGKLKDASKSLERATQL*XLPDAGGSPLLRLQRLHASPPGGIPESAGRPGGRGRVSTYLEDCKFDRERIELFCTEYQNNKNSLEILLGSIGRSLPHITDVSWRLEYQIKTNQLHRMYRPAYL.... Protein 2 (ENSG00000204610) has sequence MPATPSLKVVHELPACTLCAGPLEDAVTIPCGHTFCRLCLPALSQMGAQSSGKILLCPLCQEEEQAETPMAPVPLGPLGETYCEEHGEKIYFFCENDAEFLCTSECRTTDGFGCA*MPATPSLKVVHELPACTLCAGPLEDAVTIPCGHTFCRLCLPALSQMGAQSSGKILLCPLCQEEEQAETPMAPVPLGPLGETYCEEHGEKIYFFCENDAEFLCVFCREGPTHQAHTVGFLDEAIQPYRDRLRSRLEALSTERDEIEDVKCQEDQKLQVLLTQIESKKHQVETAFERLQQELEQQR.... Result: 0 (the proteins do not interact). (5) Protein 1 (ENSG00000104660) has sequence MAGIKALISLSFGGAIGLMFLMLGCALPIYNKYWPLFVLFFYILSPIPYCIARRLVDDTDAMSNACKELAIFLTTGIVVSAFGLPIVFARAHLIEWGACALVLTGNTVIFATILGFFLVFGSNDDFSWQQW*MAGIKALISLSFGGAIGLMFLMLGCALPIYNKYWPLFVLFFYILSPIPYCIARRLVDDTDAMSNACKELAIFLTTGIVVSAFGLPIVFARAHLGPDVCIGDISLLSRALTKLRPKARCVEEGVVQDPVGVVDGAPTLLQQDGNS*MKWLAVSEESRRDLDGHTRFAGV.... Protein 2 (ENSG00000107819) has sequence MESKMGELPLDINIQEPRWDQSTFLGRARHFFTVTDPRNLLLSGAQLEASRNIVQNYRAGVVTPGITEDQLWRAKYVYDSAFHPDTGEKVVLIGRMSAQVPMNMTITGCMLTFYRKTPTVVFWQWVNQSFNAIVNYSNRSGDTPITVRQLGTAYVSATTGAVATALGLKSLTKHLPPLVGRFVPFAAVAAANCINIPLMRQRELQVGIPVADEAGQRLGYSVTAAKQGIFQVVISRICMAIPAMAIPPLIMDTLEKKDFLKRRPWLGAPLQVGLVGFCLVFATPLCCALFPQKSSIHISN.... Result: 1 (the proteins interact).